This data is from Full USPTO retrosynthesis dataset with 1.9M reactions from patents (1976-2016). The task is: Predict the reactants needed to synthesize the given product. Given the product [CH3:1][O:2][C:3]([C:5]1[S:6][C:7]([C:34]#[C:35][C:36]([CH3:45])([CH3:44])[CH2:37][CH2:38][O:39][CH:49]2[CH2:50][CH2:51][O:46][CH2:47][CH2:48]2)=[CH:8][C:9]=1[N:10]([CH:20]1[CH2:25][CH2:24][CH:23]([OH:26])[CH2:22][CH2:21]1)[C:11]([CH:13]1[CH2:14][CH2:15][CH:16]([CH3:19])[CH2:17][CH2:18]1)=[O:12])=[O:4], predict the reactants needed to synthesize it. The reactants are: [CH3:1][O:2][C:3]([C:5]1[S:6][C:7]([C:34]#[C:35][C:36]([CH3:45])([CH3:44])[CH2:37][CH2:38][O:39][Si](C)(C)C)=[CH:8][C:9]=1[N:10]([CH:20]1[CH2:25][CH2:24][CH:23]([O:26][Si](C(C)(C)C)(C)C)[CH2:22][CH2:21]1)[C:11]([CH:13]1[CH2:18][CH2:17][CH:16]([CH3:19])[CH2:15][CH2:14]1)=[O:12])=[O:4].[O:46]1[CH2:51][CH2:50][C:49](=O)[CH2:48][CH2:47]1.C([SiH](CC)CC)C.C([O-])(O)=O.[Na+].